This data is from Forward reaction prediction with 1.9M reactions from USPTO patents (1976-2016). The task is: Predict the product of the given reaction. (1) Given the reactants Cl[C:2]1[C:11]2[C:6](=[CH:7][CH:8]=[C:9]([CH3:12])[CH:10]=2)[N:5]=[C:4]([N:13]2[CH2:19][C:18]3[CH:20]=[CH:21][CH:22]=[CH:23][C:17]=3[S:16](=[O:25])(=[O:24])[CH2:15][CH2:14]2)[CH:3]=1.[CH3:26][O:27][CH2:28][CH2:29][NH2:30], predict the reaction product. The product is: [O:24]=[S:16]1(=[O:25])[C:17]2[CH:23]=[CH:22][CH:21]=[CH:20][C:18]=2[CH2:19][N:13]([C:4]2[CH:3]=[C:2]([NH:30][CH2:29][CH2:28][O:27][CH3:26])[C:11]3[C:6](=[CH:7][CH:8]=[C:9]([CH3:12])[CH:10]=3)[N:5]=2)[CH2:14][CH2:15]1. (2) Given the reactants [Cl:1][C:2]1[N:7]=[N:6][C:5]([N:8]2[CH2:14][CH2:13][CH2:12][N:11](/[C:15](/[CH3:22])=[C:16](/[C:20]#[N:21])\[C:17](=[S:19])[NH2:18])[CH2:10][CH2:9]2)=[CH:4][CH:3]=1.[CH3:23]OC(OC)N(C)C.[OH-].[Na+].Cl[CH2:34][C:35]([NH2:37])=[O:36], predict the reaction product. The product is: [NH2:21][C:20]1[C:16]2[C:17](=[N:18][CH:23]=[CH:22][C:15]=2[N:11]2[CH2:12][CH2:13][CH2:14][N:8]([C:5]3[N:6]=[N:7][C:2]([Cl:1])=[CH:3][CH:4]=3)[CH2:9][CH2:10]2)[S:19][C:34]=1[C:35]([NH2:37])=[O:36].